From a dataset of Forward reaction prediction with 1.9M reactions from USPTO patents (1976-2016). Predict the product of the given reaction. (1) Given the reactants [CH2:1]([O:3][C:4]1[CH:5]=[C:6]([CH:9]=[CH:10][C:11]=1[O:12][CH3:13])[CH:7]=[O:8])[CH3:2].[N+:14]([O-])([OH:16])=[O:15], predict the reaction product. The product is: [CH2:1]([O:3][C:4]1[CH:5]=[C:6]([CH:9]=[C:10]([N+:14]([O-:16])=[O:15])[C:11]=1[O:12][CH3:13])[CH:7]=[O:8])[CH3:2]. (2) Given the reactants [C:1]([O-:4])(=O)[CH3:2].[Na+].Cl.[C:7]([C:9]1[CH:14]=[CH:13][C:12]([NH:15][NH2:16])=[CH:11][CH:10]=1)#[N:8], predict the reaction product. The product is: [C:7]([C:9]1[CH:14]=[CH:13][C:12]([NH:15][NH:16][C:1](=[O:4])[CH3:2])=[CH:11][CH:10]=1)#[N:8]. (3) Given the reactants [C:1]([NH:4][C:5]1[CH:10]=[C:9]([C:11]#[C:12][C:13]2[C:18]([NH:19]C(=O)C(F)(F)F)=[C:17]([CH:26]([F:28])[CH3:27])[CH:16]=[CH:15][N:14]=2)[CH:8]=[CH:7][N:6]=1)(=[O:3])[CH3:2].Br[C:30]1[CH:35]=[CH:34][CH:33]=[C:32]([CH:36]([F:38])[F:37])[N:31]=1.C(O)(C(F)(F)F)=O, predict the reaction product. The product is: [F:37][CH:36]([F:38])[C:32]1[N:31]=[C:30]([C:12]2[C:13]3=[N:14][CH:15]=[CH:16][C:17]([CH:26]([F:28])[CH3:27])=[C:18]3[NH:19][C:11]=2[C:9]2[CH:8]=[CH:7][N:6]=[C:5]([NH:4][C:1](=[O:3])[CH3:2])[CH:10]=2)[CH:35]=[CH:34][CH:33]=1. (4) The product is: [CH:16]1[C:17]2[CH:18]([O:20][C:21](=[O:28])[N:22]([CH3:27])[CH2:23][CH2:24][CH:25]=[O:26])[C:19]3[C:11](=[CH:10][CH:9]=[CH:8][CH:7]=3)[C:12]=2[CH:13]=[CH:14][CH:15]=1. Given the reactants C(Cl)(=O)C(Cl)=O.[CH:7]1[C:19]2[CH:18]([O:20][C:21](=[O:28])[N:22]([CH3:27])[CH2:23][CH2:24][CH2:25][OH:26])[C:17]3[C:12](=[CH:13][CH:14]=[CH:15][CH:16]=3)[C:11]=2[CH:10]=[CH:9][CH:8]=1.CCN(C(C)C)C(C)C, predict the reaction product.